This data is from Forward reaction prediction with 1.9M reactions from USPTO patents (1976-2016). The task is: Predict the product of the given reaction. (1) Given the reactants [NH2:1][C:2]1[S:3][CH:4]=[C:5]([C:7]2[CH:14]=[CH:13][C:10]([C:11]#[N:12])=[CH:9][CH:8]=2)[N:6]=1.C(O[BH-](OC(=O)C)OC(=O)C)(=O)C.[Na+].[CH:29](=O)[CH2:30][CH:31]([CH3:33])[CH3:32].C(O)(=O)C, predict the reaction product. The product is: [CH3:32][CH:31]([CH3:33])[CH2:30][CH2:29][NH:1][C:2]1[S:3][CH:4]=[C:5]([C:7]2[CH:8]=[CH:9][C:10]([C:11]#[N:12])=[CH:13][CH:14]=2)[N:6]=1. (2) Given the reactants [CH3:1][C:2]1([C:12]#[N:13])[C:11]2[C:6](=[CH:7][CH:8]=[CH:9][CH:10]=2)[CH2:5][CH2:4][CH2:3]1.C(=O)([O-])[O-:15].[K+].[K+].OO, predict the reaction product. The product is: [CH3:1][C:2]1([C:12]([NH2:13])=[O:15])[C:11]2[C:6](=[CH:7][CH:8]=[CH:9][CH:10]=2)[CH2:5][CH2:4][CH2:3]1. (3) Given the reactants [CH3:1][N:2]([CH3:4])[NH2:3].Br[C:6]1[CH:11]=[CH:10][CH:9]=[CH:8][CH:7]=1.C1C=CC(P(C2C(C3C(P(C4C=CC=CC=4)C4C=CC=CC=4)=CC=C4C=3C=CC=C4)=C3C(C=CC=C3)=CC=2)C2C=CC=CC=2)=CC=1.O(C(C)(C)C)[Li], predict the reaction product. The product is: [CH3:1][N:2]([CH3:4])[NH:3][C:6]1[CH:11]=[CH:10][CH:9]=[CH:8][CH:7]=1. (4) Given the reactants FC(F)(F)S(OC)(=O)=O.[CH:10]1([NH:13][C:14]([CH:16]2[CH2:18][CH2:17]2)=O)[CH2:12][CH2:11]1.C1(C)C=CC=CC=1.[CH3:26][C:27]([C:33]1[S:34][CH:35]=[CH:36][CH:37]=1)([CH3:32])[C:28]([NH:30][NH2:31])=O, predict the reaction product. The product is: [CH:16]1([C:14]2[N:13]([CH:10]3[CH2:12][CH2:11]3)[C:28]([C:27]([CH3:32])([C:33]3[S:34][CH:35]=[CH:36][CH:37]=3)[CH3:26])=[N:30][N:31]=2)[CH2:18][CH2:17]1. (5) Given the reactants C([O:8][C:9]1[CH:14]=[CH:13][C:12]([CH2:15][C:16]2[C:17]([O:24][CH:25]3[O:51][C@H:50]([CH2:52][O:53][C:54](=[O:59])[C:55]([CH3:58])([CH3:57])[CH3:56])[C@@H:42]([O:43][C:44](=[O:49])[C:45]([CH3:48])([CH3:47])[CH3:46])[C@H:34]([O:35][C:36](=[O:41])[C:37]([CH3:40])([CH3:39])[CH3:38])[C@H:26]3[O:27][C:28](=[O:33])[C:29]([CH3:32])([CH3:31])[CH3:30])=[N:18][NH:19][C:20]=2[CH:21]([CH3:23])[CH3:22])=[C:11]([CH3:60])[CH:10]=1)C1C=CC=CC=1, predict the reaction product. The product is: [OH:8][C:9]1[CH:14]=[CH:13][C:12]([CH2:15][C:16]2[C:17]([O:24][C@@H:25]3[O:51][C@H:50]([CH2:52][O:53][C:54](=[O:59])[C:55]([CH3:58])([CH3:57])[CH3:56])[C@@H:42]([O:43][C:44](=[O:49])[C:45]([CH3:47])([CH3:46])[CH3:48])[C@H:34]([O:35][C:36](=[O:41])[C:37]([CH3:38])([CH3:39])[CH3:40])[C@H:26]3[O:27][C:28](=[O:33])[C:29]([CH3:32])([CH3:30])[CH3:31])=[N:18][NH:19][C:20]=2[CH:21]([CH3:23])[CH3:22])=[C:11]([CH3:60])[CH:10]=1. (6) Given the reactants [CH3:1][O:2][C:3]1[CH:4]=[N:5][C:6]2[CH:7]([NH2:13])[CH2:8][CH2:9][CH2:10][C:11]=2[CH:12]=1.[C:14]([O:18][C:19]([N:21]([CH2:29][C:30]1[CH:37]=[CH:36][C:33]([CH:34]=O)=[CH:32][CH:31]=1)[CH2:22][C:23]1[CH:28]=[CH:27][CH:26]=[CH:25][N:24]=1)=[O:20])([CH3:17])([CH3:16])[CH3:15].[BH-](OC(C)=O)(OC(C)=O)OC(C)=O.[Na+], predict the reaction product. The product is: [C:14]([O:18][C:19](=[O:20])[N:21]([CH2:29][C:30]1[CH:31]=[CH:32][C:33]([CH2:34][NH:13][CH:7]2[C:6]3[N:5]=[CH:4][C:3]([O:2][CH3:1])=[CH:12][C:11]=3[CH2:10][CH2:9][CH2:8]2)=[CH:36][CH:37]=1)[CH2:22][C:23]1[CH:28]=[CH:27][CH:26]=[CH:25][N:24]=1)([CH3:17])([CH3:16])[CH3:15].